From a dataset of Full USPTO retrosynthesis dataset with 1.9M reactions from patents (1976-2016). Predict the reactants needed to synthesize the given product. (1) Given the product [CH3:17][O:6][C:5](=[O:7])[C:4]1[CH:8]=[CH:9][C:10]([CH3:11])=[C:2]([Br:1])[CH:3]=1, predict the reactants needed to synthesize it. The reactants are: [Br:1][C:2]1[CH:3]=[C:4]([CH:8]=[CH:9][C:10]=1[CH3:11])[C:5]([OH:7])=[O:6].OS(O)(=O)=O.[CH3:17]O. (2) The reactants are: [Br:1][C:2]1[CH:9]=[C:8](F)[C:7]([F:11])=[CH:6][C:3]=1[C:4]#[N:5].Cl.[NH2:13][C@@H:14]([C:19]([NH2:21])=[O:20])[CH2:15][CH:16]([CH3:18])[CH3:17].CCN(C(C)C)C(C)C.O. Given the product [Br:1][C:2]1[C:3]([C:4]#[N:5])=[CH:6][C:7]([F:11])=[C:8]([NH:13][C@H:14]([CH2:15][CH:16]([CH3:18])[CH3:17])[C:19]([NH2:21])=[O:20])[CH:9]=1, predict the reactants needed to synthesize it.